Dataset: Catalyst prediction with 721,799 reactions and 888 catalyst types from USPTO. Task: Predict which catalyst facilitates the given reaction. (1) Reactant: C[O:2][C:3](=[O:28])[C:4]1[CH:27]=[CH:26][CH:25]=[C:6]([C:7]([NH:9][CH2:10][C@H:11]2[CH2:15][C@@H:14]([C:16]([N:18]3[CH2:22][CH2:21][C:20]([F:24])([F:23])[CH2:19]3)=[O:17])[NH:13][CH2:12]2)=[O:8])[CH:5]=1.[Li+].[OH-].FC(F)(F)C(O)=O. Product: [F:24][C:20]1([F:23])[CH2:21][CH2:22][N:18]([C:16]([CH:14]2[NH:13][CH2:12][CH:11]([CH2:10][NH:9][C:7](=[O:8])[C:6]3[CH:5]=[C:4]([CH:27]=[CH:26][CH:25]=3)[C:3]([OH:28])=[O:2])[CH2:15]2)=[O:17])[CH2:19]1. The catalyst class is: 5. (2) Reactant: [Cl:1][C:2]1[C:3]([O:25][CH2:26][CH2:27][O:28][CH3:29])=[CH:4][C:5]2[CH2:14][CH:13]([CH2:15][S:16][CH3:17])[N:12]3[C:7](=[CH:8][C:9](=[O:23])[C:10]([C:18]([O:20]CC)=[O:19])=[CH:11]3)[C:6]=2[CH:24]=1.O[Li].O.ClC1C(OCCOC)=CC2CC(CSC)N3C(=CC(=O)C(C([O-])=O)=C3)C=2C=1. Product: [Cl:1][C:2]1[C:3]([O:25][CH2:26][CH2:27][O:28][CH3:29])=[CH:4][C:5]2[CH2:14][CH:13]([CH2:15][S:16][CH3:17])[N:12]3[C:7](=[CH:8][C:9](=[O:23])[C:10]([C:18]([OH:20])=[O:19])=[CH:11]3)[C:6]=2[CH:24]=1. The catalyst class is: 24.